This data is from Forward reaction prediction with 1.9M reactions from USPTO patents (1976-2016). The task is: Predict the product of the given reaction. (1) Given the reactants [NH2:1][C:2]1[CH:3]=[C:4]([C:8]2[C:17]3[C:12](=[C:13]([C:18]([F:21])([F:20])[F:19])[CH:14]=[CH:15][CH:16]=3)[N:11]=[CH:10][C:9]=2[C:22]([C:24]2[CH:29]=[CH:28][CH:27]=[CH:26][CH:25]=2)=[O:23])[CH:5]=[CH:6][CH:7]=1.[CH:30]([C:32]1[CH:37]=[CH:36][C:35]([C:38]2[CH:43]=[CH:42][C:41]([CH2:44][C:45]([OH:47])=[O:46])=[CH:40][CH:39]=2)=[CH:34][CH:33]=1)=O, predict the reaction product. The product is: [C:22]([C:9]1[CH:10]=[N:11][C:12]2[C:17]([C:8]=1[C:4]1[CH:3]=[C:2]([NH:1][CH2:30][C:32]3[CH:37]=[CH:36][C:35]([C:38]4[CH:43]=[CH:42][C:41]([CH2:44][C:45]([OH:47])=[O:46])=[CH:40][CH:39]=4)=[CH:34][CH:33]=3)[CH:7]=[CH:6][CH:5]=1)=[CH:16][CH:15]=[CH:14][C:13]=2[C:18]([F:21])([F:19])[F:20])(=[O:23])[C:24]1[CH:25]=[CH:26][CH:27]=[CH:28][CH:29]=1. (2) The product is: [Cl:1][C:2]1[N:3]=[C:4]([N:13]2[CH2:18][CH2:17][O:16][CH2:15][CH2:14]2)[C:5]2[S:10][C:9]([CH2:11][N:27]3[CH2:26][CH2:25][N:24]([CH:21]4[CH2:22][CH2:23][O:19][CH2:20]4)[CH2:29][CH2:28]3)=[CH:8][C:6]=2[N:7]=1. Given the reactants [Cl:1][C:2]1[N:3]=[C:4]([N:13]2[CH2:18][CH2:17][O:16][CH2:15][CH2:14]2)[C:5]2[S:10][C:9]([CH:11]=O)=[CH:8][C:6]=2[N:7]=1.[O:19]1[CH2:23][CH2:22][CH:21]([N:24]2[CH2:29][CH2:28][NH:27][CH2:26][CH2:25]2)[CH2:20]1, predict the reaction product. (3) Given the reactants [CH2:1]([O:8][N:9]1[C:15](=[O:16])[N:14]2[CH2:17][C@H:10]1[CH2:11][CH2:12][C@H:13]2[C:18]([OH:20])=O)[C:2]1[CH:7]=[CH:6][CH:5]=[CH:4][CH:3]=1.[NH2:21][O:22][C@H:23]1[CH2:27][CH2:26][N:25]([C:28]([O:30][C:31]([CH3:34])([CH3:33])[CH3:32])=[O:29])[CH2:24]1.ON1C2C=CC=CC=2N=N1.Cl.C(N=C=NCCCN(C)C)C, predict the reaction product. The product is: [CH2:1]([O:8][N:9]1[C:15](=[O:16])[N:14]2[CH2:17][C@H:10]1[CH2:11][CH2:12][C@H:13]2[C:18]([NH:21][O:22][C@H:23]1[CH2:27][CH2:26][N:25]([C:28]([O:30][C:31]([CH3:34])([CH3:33])[CH3:32])=[O:29])[CH2:24]1)=[O:20])[C:2]1[CH:3]=[CH:4][CH:5]=[CH:6][CH:7]=1. (4) Given the reactants [CH3:1][C:2]1[N:3]=[C:4]([N:12]2[CH2:16][CH2:15][NH:14][C:13]2=[O:17])[S:5][C:6]=1[C:7]([O:9][CH2:10][CH3:11])=[O:8].I[C:19]1[CH:24]=[CH:23][CH:22]=[CH:21][CH:20]=1.C(=O)([O-])[O-].[K+].[K+].CN[C@@H]1CCCC[C@H]1NC, predict the reaction product. The product is: [CH3:1][C:2]1[N:3]=[C:4]([N:12]2[CH2:16][CH2:15][N:14]([C:19]3[CH:24]=[CH:23][CH:22]=[CH:21][CH:20]=3)[C:13]2=[O:17])[S:5][C:6]=1[C:7]([O:9][CH2:10][CH3:11])=[O:8]. (5) Given the reactants [F:1][C:2]1[CH:10]=[CH:9][C:5]([CH:6]=[N:7][OH:8])=[CH:4][CH:3]=1.[Cl:11]N1C(=O)CCC1=O, predict the reaction product. The product is: [F:1][C:2]1[CH:10]=[CH:9][C:5]([C:6]([Cl:11])=[N:7][OH:8])=[CH:4][CH:3]=1. (6) Given the reactants [CH3:1][C:2]1[CH:28]=[C:5]2[N:6]=[CH:7][C:8]3[CH:13]=[C:12]([C:14]4[CH:19]=[CH:18][CH:17]=[CH:16][CH:15]=4)[C:11]([C:20]4[CH:27]=[CH:26][C:23]([CH:24]=O)=[CH:22][CH:21]=4)=[N:10][C:9]=3[N:4]2[N:3]=1.[NH:29]1[CH2:39][CH2:38][CH:32]([C:33]([O:35][CH2:36][CH3:37])=[O:34])[CH2:31][CH2:30]1.[BH-](OC(C)=O)(OC(C)=O)OC(C)=O.[Na+].C([O-])(O)=O.[Na+], predict the reaction product. The product is: [CH3:1][C:2]1[CH:28]=[C:5]2[N:6]=[CH:7][C:8]3[CH:13]=[C:12]([C:14]4[CH:15]=[CH:16][CH:17]=[CH:18][CH:19]=4)[C:11]([C:20]4[CH:21]=[CH:22][C:23]([CH2:24][N:29]5[CH2:30][CH2:31][CH:32]([C:33]([O:35][CH2:36][CH3:37])=[O:34])[CH2:38][CH2:39]5)=[CH:26][CH:27]=4)=[N:10][C:9]=3[N:4]2[N:3]=1. (7) The product is: [C:49]1([C:52]2[CH:53]=[CH:54][CH:55]=[CH:56][CH:57]=2)[CH:48]=[CH:47][C:46]([N:45]([C:42]2[CH:43]=[CH:44][C:39]([C:58]3[CH:63]=[CH:62][CH:61]=[CH:60][CH:59]=3)=[CH:40][CH:41]=2)[C:2]2[CH:3]=[C:4]3[C:24]([C:25]4([C:38]5[CH:37]=[CH:36][CH:35]=[CH:34][C:33]=5[C:32]5[C:27]4=[CH:28][CH:29]=[CH:30][CH:31]=5)[CH:26]=2)=[C:7]2[CH:8]=[C:9]4[C:22](=[CH:23][C:6]2=[CH:5]3)[C:21]2[C:16](=[CH:17][CH:18]=[CH:19][CH:20]=2)[C:15]2[C:10]4=[CH:11][CH:12]=[CH:13][CH:14]=2)=[CH:51][CH:50]=1. Given the reactants Br[C:2]1[CH:3]=[C:4]2[C:24]([C:25]3([C:38]4[CH:37]=[CH:36][CH:35]=[CH:34][C:33]=4[C:32]4[C:27]3=[CH:28][CH:29]=[CH:30][CH:31]=4)[CH:26]=1)=[C:7]1[CH:8]=[C:9]3[C:22](=[CH:23][C:6]1=[CH:5]2)[C:21]1[C:16](=[CH:17][CH:18]=[CH:19][CH:20]=1)[C:15]1[C:10]3=[CH:11][CH:12]=[CH:13][CH:14]=1.[C:39]1([C:58]2[CH:63]=[CH:62][CH:61]=[CH:60][CH:59]=2)[CH:44]=[CH:43][C:42]([NH:45][C:46]2[CH:51]=[CH:50][C:49]([C:52]3[CH:57]=[CH:56][CH:55]=[CH:54][CH:53]=3)=[CH:48][CH:47]=2)=[CH:41][CH:40]=1.C1(P(C2CCCCC2)C2C=CC=CC=2C2C=CC=CC=2)CCCCC1.CC(C)([O-])C.[Na+], predict the reaction product. (8) Given the reactants [O:1]=[C:2]1[CH:6]=[C:5]([C@@H:7]2[CH2:12][CH2:11][N:10](C(OC)=O)[C@H:9]([C:17]3[CH:22]=[CH:21][CH:20]=[C:19]([C:23]([F:26])([F:25])[F:24])[CH:18]=3)[CH2:8]2)[O:4][NH:3]1.Br, predict the reaction product. The product is: [F:25][C:23]([F:24])([F:26])[C:19]1[CH:18]=[C:17]([C@@H:9]2[CH2:8][C@H:7]([C:5]3[O:4][NH:3][C:2](=[O:1])[CH:6]=3)[CH2:12][CH2:11][NH:10]2)[CH:22]=[CH:21][CH:20]=1.